From a dataset of Full USPTO retrosynthesis dataset with 1.9M reactions from patents (1976-2016). Predict the reactants needed to synthesize the given product. (1) Given the product [CH3:32][C:28]1[CH:27]=[C:26]2[C:31](=[CH:30][CH:29]=1)[N:22]1[CH:21]=[N:20][C:19]([CH:18]=[O:36])=[C:23]1[CH2:24][CH2:25]2, predict the reactants needed to synthesize it. The reactants are: C(OC(N[C@H]1CCN([C@@H]([CH2:18][C:19]2[N:20]=[CH:21][N:22]3[C:31]4[C:26](=[CH:27][C:28]([CH3:32])=[CH:29][CH:30]=4)[CH2:25][CH2:24][C:23]=23)C(O)=O)C1)=O)(C)(C)C.Cl.C(OCC)(=[O:36])C. (2) Given the product [C:19]1([CH3:26])[CH:20]=[C:21]([CH3:25])[CH:22]=[C:23]([CH3:24])[C:18]=1[S:17][C:15]1[C:16]2[NH:8][CH:9]=[CH:10][C:11]=2[N:12]=[C:13]([NH:27][C:28]2[CH:35]=[CH:34][C:31]([C:32]#[N:33])=[CH:30][CH:29]=2)[N:14]=1, predict the reactants needed to synthesize it. The reactants are: C([N:8]1[C:16]2[C:15]([S:17][C:18]3[C:23]([CH3:24])=[CH:22][C:21]([CH3:25])=[CH:20][C:19]=3[CH3:26])=[N:14][C:13]([NH:27][C:28]3[CH:35]=[CH:34][C:31]([C:32]#[N:33])=[CH:30][CH:29]=3)=[N:12][C:11]=2[CH:10]=[CH:9]1)C1C=CC=CC=1.[Al+3].[Cl-].[Cl-].[Cl-]. (3) Given the product [O:1]([C:8]1[CH:9]=[CH:10][C:11]([CH2:14][CH2:15][C:16]([C:18]2[O:19][C:20]([C:23]3[N:28]=[CH:27][C:26]([C:29]([OH:31])=[O:30])=[CH:25][CH:24]=3)=[CH:21][N:22]=2)=[O:17])=[CH:12][CH:13]=1)[C:2]1[CH:7]=[CH:6][CH:5]=[CH:4][CH:3]=1, predict the reactants needed to synthesize it. The reactants are: [O:1]([C:8]1[CH:13]=[CH:12][C:11]([CH2:14][CH2:15][C:16]([C:18]2[O:19][C:20]([C:23]3[N:28]=[CH:27][C:26]([C:29]([O:31]C)=[O:30])=[CH:25][CH:24]=3)=[CH:21][N:22]=2)=[O:17])=[CH:10][CH:9]=1)[C:2]1[CH:7]=[CH:6][CH:5]=[CH:4][CH:3]=1.[Li+].[OH-].Cl.